Dataset: Full USPTO retrosynthesis dataset with 1.9M reactions from patents (1976-2016). Task: Predict the reactants needed to synthesize the given product. (1) Given the product [CH2:25]([NH:27][C:28]([NH:30][C:31]1[CH:36]=[CH:35][C:34]([C:2]2[C:3]3[CH2:17][NH:16][CH2:15][C:4]=3[N:5]=[C:6]([N:8]3[CH2:13][CH2:12][O:11][CH2:10][C@@H:9]3[CH3:14])[N:7]=2)=[CH:33][CH:32]=1)=[O:29])[CH3:26], predict the reactants needed to synthesize it. The reactants are: Cl[C:2]1[C:3]2[CH2:17][N:16](C(OC(C)(C)C)=O)[CH2:15][C:4]=2[N:5]=[C:6]([N:8]2[CH2:13][CH2:12][O:11][CH2:10][C@@H:9]2[CH3:14])[N:7]=1.[CH2:25]([NH:27][C:28]([NH:30][C:31]1[CH:36]=[CH:35][C:34](B2OC(C)(C)C(C)(C)O2)=[CH:33][CH:32]=1)=[O:29])[CH3:26].C(Cl)Cl.C([O-])([O-])=O.[Na+].[Na+]. (2) Given the product [O:1]1[C:6]2[CH:7]=[CH:8][C:9]([S:11][C:12]3[CH:17]=[CH:16][C:15](/[CH:18]=[CH:19]/[C:20]([N:22]4[CH2:27][CH2:26][CH2:25][CH2:24][CH:23]4[C:28]([OH:30])=[O:29])=[O:21])=[CH:14][C:13]=3[C:33]([F:35])([F:34])[F:36])=[CH:10][C:5]=2[O:4][CH2:3][CH2:2]1, predict the reactants needed to synthesize it. The reactants are: [O:1]1[C:6]2[CH:7]=[CH:8][C:9]([S:11][C:12]3[CH:17]=[CH:16][C:15](/[CH:18]=[CH:19]/[C:20]([N:22]4[CH2:27][CH2:26][CH2:25][CH2:24][CH:23]4[C:28]([O:30]CC)=[O:29])=[O:21])=[CH:14][C:13]=3[C:33]([F:36])([F:35])[F:34])=[CH:10][C:5]=2[O:4][CH2:3][CH2:2]1.[OH-].[Na+].CCO. (3) Given the product [Cl:14][C:15]1[CH:16]=[C:17]2[C:22](=[CH:23][CH:24]=1)[N:21]([CH3:25])[N:20]([C:11]([C:9]1[CH:10]=[C:5]3[N:4]=[CH:3][C:2]([Cl:1])=[CH:7][N:6]3[N:8]=1)=[O:13])[CH2:19][CH2:18]2, predict the reactants needed to synthesize it. The reactants are: [Cl:1][C:2]1[CH:3]=[N:4][C:5]2[N:6]([N:8]=[C:9]([C:11]([OH:13])=O)[CH:10]=2)[CH:7]=1.[Cl:14][C:15]1[CH:16]=[C:17]2[C:22](=[CH:23][CH:24]=1)[N:21]([CH3:25])[NH:20][CH2:19][CH2:18]2. (4) Given the product [CH3:10][O:9][C:7]1[CH:8]=[C:3]([CH2:2][O:22][CH3:21])[C:4]([O:13][CH3:14])=[CH:5][C:6]=1[CH2:11][O:18][CH3:15], predict the reactants needed to synthesize it. The reactants are: Br[CH2:2][C:3]1[CH:8]=[C:7]([O:9][CH3:10])[C:6]([CH2:11]Br)=[CH:5][C:4]=1[O:13][CH3:14].[C:15]([O-:18])([O-])=O.[K+].[K+].[CH3:21][OH:22]. (5) Given the product [Cl:1][C:2]1[CH:7]=[CH:6][C:5]([CH:8]([C:33]2[CH:34]=[CH:35][C:36]([Cl:39])=[CH:37][CH:38]=2)[C:10]2[CH:11]=[C:12]3[C:17](=[CH:18][CH:19]=2)[N:16]=[N:15][CH:14]=[C:13]3[N:20]2[CH2:25][CH2:24][CH:23]([NH:26][C:27]3[CH:32]=[CH:31][CH:30]=[CH:29][CH:28]=3)[CH2:22][CH2:21]2)=[CH:4][CH:3]=1, predict the reactants needed to synthesize it. The reactants are: [Cl:1][C:2]1[CH:7]=[CH:6][C:5]([C:8]([C:33]2[CH:38]=[CH:37][C:36]([Cl:39])=[CH:35][CH:34]=2)([C:10]2[CH:11]=[C:12]3[C:17](=[CH:18][CH:19]=2)[N:16]=[N:15][CH:14]=[C:13]3[N:20]2[CH2:25][CH2:24][CH:23]([NH:26][C:27]3[CH:32]=[CH:31][CH:30]=[CH:29][CH:28]=3)[CH2:22][CH2:21]2)O)=[CH:4][CH:3]=1.ClCCl.FC(F)(F)C(O)=O.[SiH](CC)(CC)CC. (6) Given the product [CH3:1][C:2]1[CH:7]=[C:6]([CH3:8])[CH:5]=[CH:4][C:3]=1[N:9]([CH2:23][CH:24]([CH3:26])[CH3:25])[S:10]([C:13]1[CH:14]=[CH:15][C:16]([C:17]([OH:19])=[O:18])=[CH:21][CH:22]=1)(=[O:12])=[O:11], predict the reactants needed to synthesize it. The reactants are: [CH3:1][C:2]1[CH:7]=[C:6]([CH3:8])[CH:5]=[CH:4][C:3]=1[N:9]([CH2:23][CH:24]([CH3:26])[CH3:25])[S:10]([C:13]1[CH:22]=[CH:21][C:16]([C:17]([O:19]C)=[O:18])=[CH:15][CH:14]=1)(=[O:12])=[O:11].[OH-].[Na+].Cl. (7) Given the product [CH2:1]([N:8]1[C:17](=[O:18])[C:16]2[C:11](=[CH:12][CH:13]=[CH:14][CH:15]=2)[C:10]([C:19]2[C:27]3[C:22](=[CH:23][CH:24]=[CH:25][CH:26]=3)[N:21]([CH2:28][C:29]([NH:37][S:34]([CH3:33])(=[O:36])=[O:35])=[O:30])[C:20]=2[CH3:32])=[N:9]1)[C:2]1[CH:7]=[CH:6][CH:5]=[CH:4][CH:3]=1, predict the reactants needed to synthesize it. The reactants are: [CH2:1]([N:8]1[C:17](=[O:18])[C:16]2[C:11](=[CH:12][CH:13]=[CH:14][CH:15]=2)[C:10]([C:19]2[C:27]3[C:22](=[CH:23][CH:24]=[CH:25][CH:26]=3)[N:21]([CH2:28][C:29](O)=[O:30])[C:20]=2[CH3:32])=[N:9]1)[C:2]1[CH:7]=[CH:6][CH:5]=[CH:4][CH:3]=1.[CH3:33][S:34]([NH2:37])(=[O:36])=[O:35].F[P-](F)(F)(F)(F)F.N1(O[P+](N(C)C)(N(C)C)N(C)C)C2C=CC=CC=2N=N1.C(N(C(C)C)CC)(C)C. (8) Given the product [CH3:35][S:31]([C:4]1[N:9]=[C:8]([O:10][CH2:11][CH2:12][N:13]2[CH2:14][CH2:15][CH2:16][CH2:17][CH2:18]2)[CH:7]=[C:6]([C:19]2[CH:24]=[CH:23][CH:22]=[C:21]([C:25]([F:28])([F:26])[F:27])[CH:20]=2)[N:5]=1)(=[O:33])=[O:30], predict the reactants needed to synthesize it. The reactants are: Cl.CS[C:4]1[N:9]=[C:8]([O:10][CH2:11][CH2:12][N:13]2[CH2:18][CH2:17][CH2:16][CH2:15][CH2:14]2)[CH:7]=[C:6]([C:19]2[CH:24]=[CH:23][CH:22]=[C:21]([C:25]([F:28])([F:27])[F:26])[CH:20]=2)[N:5]=1.O[O:30][S:31]([O-:33])=O.[K+].[C:35]([O-])([O-])=O.[Na+].[Na+]. (9) Given the product [N:17]1[C:18]2[C:23](=[CH:22][CH:21]=[CH:20][CH:19]=2)[C:14]([CH2:13][N:12]2[C:11]3[CH:24]=[CH:25][CH:26]=[CH:27][C:10]=3[N:9]=[C:8]2[NH:7][CH:4]2[CH2:3][CH2:2][N:1]([CH2:29][C:30]#[N:31])[CH2:6][CH2:5]2)=[CH:15][CH:16]=1, predict the reactants needed to synthesize it. The reactants are: [NH:1]1[CH2:6][CH2:5][CH:4]([NH:7][C:8]2[N:12]([CH2:13][C:14]3[C:23]4[C:18](=[CH:19][CH:20]=[CH:21][CH:22]=4)[N:17]=[CH:16][CH:15]=3)[C:11]3[CH:24]=[CH:25][CH:26]=[CH:27][C:10]=3[N:9]=2)[CH2:3][CH2:2]1.Cl[CH2:29][C:30]#[N:31].[I-].[K+].C(=O)([O-])[O-].[K+].[K+].